This data is from Forward reaction prediction with 1.9M reactions from USPTO patents (1976-2016). The task is: Predict the product of the given reaction. (1) Given the reactants [F:1][C:2]1[CH:10]=[C:9]2[C:5]([CH:6]=[CH:7][N:8]2[CH3:11])=[CH:4][C:3]=1[C:12]([F:15])([F:14])[F:13].P(Cl)(Cl)(Cl)=O.CN(C)[CH:23]=[O:24], predict the reaction product. The product is: [F:1][C:2]1[CH:10]=[C:9]2[C:5]([C:6]([CH:23]=[O:24])=[CH:7][N:8]2[CH3:11])=[CH:4][C:3]=1[C:12]([F:15])([F:13])[F:14]. (2) Given the reactants [O:1]=[C:2]1[CH:6]=[CH:5][C:4](=[O:7])[N:3]1[CH2:8][CH2:9][CH2:10][CH2:11][CH2:12][C:13]([N:15]1[CH2:19][CH2:18][CH2:17][C@H:16]1[C:20]([N:22]1[CH2:26][CH2:25][CH2:24][C@H:23]1[C:27]([O:29]C(C)(C)C)=[O:28])=[O:21])=[O:14].FC(F)(F)C(O)=O, predict the reaction product. The product is: [O:7]=[C:4]1[CH:5]=[CH:6][C:2](=[O:1])[N:3]1[CH2:8][CH2:9][CH2:10][CH2:11][CH2:12][C:13]([N:15]1[CH2:19][CH2:18][CH2:17][C@H:16]1[C:20]([N:22]1[CH2:26][CH2:25][CH2:24][C@H:23]1[C:27]([OH:29])=[O:28])=[O:21])=[O:14]. (3) Given the reactants [CH3:1][O:2][C:3]1[C:31]([O:32][CH3:33])=[CH:30][C:6]2[S:7][C:8]([C:10]3[N:14]4[N:15]=[C:16]([NH:19][C:20]5[CH:25]=[CH:24][C:23]([O:26][CH3:27])=[C:22]([O:28][CH3:29])[CH:21]=5)[CH:17]=[CH:18][C:13]4=[N:12][CH:11]=3)=[CH:9][C:5]=2[CH:4]=1.[H-].[Na+].I[CH3:37], predict the reaction product. The product is: [CH3:1][O:2][C:3]1[C:31]([O:32][CH3:33])=[CH:30][C:6]2[S:7][C:8]([C:10]3[N:14]4[N:15]=[C:16]([N:19]([C:20]5[CH:25]=[CH:24][C:23]([O:26][CH3:27])=[C:22]([O:28][CH3:29])[CH:21]=5)[CH3:37])[CH:17]=[CH:18][C:13]4=[N:12][CH:11]=3)=[CH:9][C:5]=2[CH:4]=1. (4) Given the reactants [CH2:1]1[O:9][C:8]2[CH:7]=[CH:6][C:5]([NH:10][CH:11]3[CH2:16][CH2:15][N:14]([CH2:17][C:18]4[CH:23]=[CH:22][N:21]=[C:20]([C:24]5[CH:29]=[C:28]([O:30][CH3:31])[C:27]([O:32][CH3:33])=[C:26]([O:34][CH3:35])[CH:25]=5)[CH:19]=4)[CH2:13][CH2:12]3)=[CH:4][C:3]=2[O:2]1.[CH3:36][O:37][C:38]1[CH:39]=[C:40]([C:48]2[CH:55]=[CH:54][CH:53]=[CH:52][C:49]=2[CH2:50][Cl:51])[CH:41]=[C:42]([O:46][CH3:47])[C:43]=1[O:44][CH3:45], predict the reaction product. The product is: [ClH:51].[ClH:51].[CH2:1]1[O:9][C:8]2[CH:7]=[CH:6][C:5]([N:10]([CH:11]3[CH2:16][CH2:15][N:14]([CH2:17][C:18]4[CH:23]=[CH:22][N:21]=[C:20]([C:24]5[CH:25]=[C:26]([O:34][CH3:35])[C:27]([O:32][CH3:33])=[C:28]([O:30][CH3:31])[CH:29]=5)[CH:19]=4)[CH2:13][CH2:12]3)[CH2:50][C:49]3[CH:52]=[CH:53][CH:54]=[CH:55][C:48]=3[C:40]3[CH:41]=[C:42]([O:46][CH3:47])[C:43]([O:44][CH3:45])=[C:38]([O:37][CH3:36])[CH:39]=3)=[CH:4][C:3]=2[O:2]1. (5) Given the reactants [C:1]([C:4]1[C:5](=[O:13])[N:6]([CH3:12])[C:7]([CH3:11])=[CH:8][C:9]=1[OH:10])(=[O:3])[CH3:2].[OH:14][CH2:15][CH2:16][NH:17][C:18]([C:20]1[S:21][C:22]([CH:25]=O)=[CH:23][CH:24]=1)=[O:19], predict the reaction product. The product is: [OH:14][CH2:15][CH2:16][NH:17][C:18]([C:20]1[S:21][C:22]([CH:25]=[CH:2][C:1]([C:4]2[C:5](=[O:13])[N:6]([CH3:12])[C:7]([CH3:11])=[CH:8][C:9]=2[OH:10])=[O:3])=[CH:23][CH:24]=1)=[O:19].